Predict the reactants needed to synthesize the given product. From a dataset of Full USPTO retrosynthesis dataset with 1.9M reactions from patents (1976-2016). Given the product [OH:1][C:2]1[CH:10]=[C:9]([S:11][CH3:12])[CH:8]=[CH:7][C:3]=1[C:4]([O:6][CH3:17])=[O:5], predict the reactants needed to synthesize it. The reactants are: [OH:1][C:2]1[CH:10]=[C:9]([S:11][CH3:12])[CH:8]=[CH:7][C:3]=1[C:4]([OH:6])=[O:5].S(Cl)(Cl)=O.[CH3:17]O.